Dataset: Full USPTO retrosynthesis dataset with 1.9M reactions from patents (1976-2016). Task: Predict the reactants needed to synthesize the given product. (1) Given the product [Br:1][C:2]1[CH:3]=[C:4]2[C:15](=[CH:16][CH:17]=1)[O:14][C:7]1[C:8]([F:13])=[N:9][C:10]([Cl:12])=[CH:11][C:6]=1[C:5]2=[CH2:19], predict the reactants needed to synthesize it. The reactants are: [Br:1][C:2]1[CH:3]=[C:4]2[C:15](=[CH:16][CH:17]=1)[O:14][C:7]1[C:8]([F:13])=[N:9][C:10]([Cl:12])=[CH:11][C:6]=1[C:5]2([CH3:19])O.Cl.O1CCOCC1.C([O-])([O-])=O.[K+].[K+]. (2) Given the product [NH2:13][C:9]1[CH:8]=[C:7]([C:6]2[S:5][C:4]([NH:16][C:17]([NH2:19])=[NH:18])=[N:3][C:2]=2[CH3:1])[CH:12]=[CH:11][CH:10]=1, predict the reactants needed to synthesize it. The reactants are: [CH3:1][C:2]1[N:3]=[C:4]([NH:16][C:17]([NH2:19])=[NH:18])[S:5][C:6]=1[C:7]1[CH:12]=[CH:11][CH:10]=[C:9]([N+:13]([O-])=O)[CH:8]=1. (3) Given the product [ClH:4].[C:1]([N:38]1[CH2:39][CH2:40][CH:35]([CH2:34][CH2:33][N:30]2[CH2:29][CH2:28][CH:27]([O:26][C:24]3[CH:25]=[C:16]([CH2:12][CH2:13][CH2:14][CH3:15])[CH:17]=[C:18]4[C:23]=3[N:22]=[CH:21][CH:20]=[CH:19]4)[CH2:32][CH2:31]2)[CH2:36][CH2:37]1)(=[O:3])[CH3:2], predict the reactants needed to synthesize it. The reactants are: [C:1]([Cl:4])(=[O:3])[CH3:2].C(N(CC)CC)C.[CH2:12]([C:16]1[CH:17]=[C:18]2[C:23](=[C:24]([O:26][CH:27]3[CH2:32][CH2:31][N:30]([CH2:33][CH2:34][CH:35]4[CH2:40][CH2:39][NH:38][CH2:37][CH2:36]4)[CH2:29][CH2:28]3)[CH:25]=1)[N:22]=[CH:21][CH:20]=[CH:19]2)[CH2:13][CH2:14][CH3:15]. (4) Given the product [ClH:31].[Br:1][C:2]1[CH:7]=[C:6]([CH:8]([CH3:10])[CH3:9])[CH:5]=[CH:4][C:3]=1[C:11]1[CH:12]=[C:13]2[N:14]3[C:19](=[CH:18][C:17]([CH3:28])=[N:16][C:15]=13)[N:20]([CH:21]([CH2:22][CH2:23][CH3:24])[CH2:25][CH2:26][CH3:27])[C:29]2=[NH:30], predict the reactants needed to synthesize it. The reactants are: [Br:1][C:2]1[CH:7]=[C:6]([CH:8]([CH3:10])[CH3:9])[CH:5]=[CH:4][C:3]=1[C:11]1[CH:12]=[C:13]([C:29]#[N:30])[N:14]2[C:19]([NH:20][CH:21]([CH2:25][CH2:26][CH3:27])[CH2:22][CH2:23][CH3:24])=[CH:18][C:17]([CH3:28])=[N:16][C:15]=12.[ClH:31].C(=O)([O-])O.[Na+].Cl.C(OCC)(=O)C. (5) Given the product [Cl:2][C:3]1[CH:12]=[C:11]2[C:6]([CH2:7][CH2:8][N:9]([C:26](=[O:27])[CH2:25][Cl:24])[CH:10]2[CH:13]2[CH2:18][CH2:17][CH2:16][CH2:15][CH2:14]2)=[CH:5][CH:4]=1, predict the reactants needed to synthesize it. The reactants are: Cl.[Cl:2][C:3]1[CH:12]=[C:11]2[C:6]([CH2:7][CH2:8][NH:9][CH:10]2[CH:13]2[CH2:18][CH2:17][CH2:16][CH2:15][CH2:14]2)=[CH:5][CH:4]=1.C(=O)(O)[O-].[Na+].[Cl:24][CH2:25][C:26](Cl)=[O:27]. (6) Given the product [Br:15][C:16]1[CH:17]=[CH:18][C:19]([CH3:23])=[C:20]2[C:22]=1[C:3](=[O:5])[C:2](=[O:27])[NH:21]2, predict the reactants needed to synthesize it. The reactants are: Cl[C:2](Cl)(Cl)[CH:3]([OH:5])O.S([O-])([O-])(=O)=O.[Na+].[Na+].[Br:15][C:16]1[CH:17]=[CH:18][C:19]([CH3:23])=[C:20]([CH:22]=1)[NH2:21].Cl.Cl.N[OH:27].